Task: Predict the product of the given reaction.. Dataset: Forward reaction prediction with 1.9M reactions from USPTO patents (1976-2016) (1) Given the reactants [OH-].[K+].[O:3]1[CH2:6][C:5](=[CH:7][C:8]([O:10][CH2:11][C:12]2[CH:17]=[CH:16][CH:15]=[CH:14][CH:13]=2)=[O:9])[CH2:4]1.[CH3:18][O:19][C:20]1[CH:46]=[CH:45][C:23]([CH2:24][N:25]([CH2:36][C:37]2[CH:42]=[CH:41][C:40]([O:43][CH3:44])=[CH:39][CH:38]=2)[C:26]2[CH:27]=[C:28](B(O)O)[CH:29]=[CH:30][C:31]=2[Cl:32])=[CH:22][CH:21]=1, predict the reaction product. The product is: [CH3:18][O:19][C:20]1[CH:21]=[CH:22][C:23]([CH2:24][N:25]([CH2:36][C:37]2[CH:38]=[CH:39][C:40]([O:43][CH3:44])=[CH:41][CH:42]=2)[C:26]2[CH:27]=[C:28]([C:5]3([CH2:7][C:8]([O:10][CH2:11][C:12]4[CH:17]=[CH:16][CH:15]=[CH:14][CH:13]=4)=[O:9])[CH2:4][O:3][CH2:6]3)[CH:29]=[CH:30][C:31]=2[Cl:32])=[CH:45][CH:46]=1. (2) Given the reactants [Si]([O:8][CH:9]1[CH2:14][CH2:13][CH:12]([O:15][C:16]2[CH:21]=[CH:20][C:19]([S:22]([CH3:25])(=[O:24])=[O:23])=[CH:18][C:17]=2[C:26]2[C:35]3[C:30](=[CH:31][CH:32]=[CH:33][CH:34]=3)[C:29](=[O:36])[N:28]([CH3:37])[CH:27]=2)[CH2:11][CH2:10]1)(C(C)(C)C)(C)C.Cl.CO, predict the reaction product. The product is: [OH:8][C@H:9]1[CH2:14][CH2:13][C@H:12]([O:15][C:16]2[CH:21]=[CH:20][C:19]([S:22]([CH3:25])(=[O:23])=[O:24])=[CH:18][C:17]=2[C:26]2[C:35]3[C:30](=[CH:31][CH:32]=[CH:33][CH:34]=3)[C:29](=[O:36])[N:28]([CH3:37])[CH:27]=2)[CH2:11][CH2:10]1. (3) Given the reactants [Cl:1][C:2]1[CH:7]=[C:6]([Cl:8])[CH:5]=[CH:4][C:3]=1[C:9]1[CH:14]=[CH:13][N:12]=[C:11]([NH:15][CH:16]([CH3:20])[CH2:17][O:18][CH3:19])[C:10]=1[N+:21]([O-])=O.[NH4+].[OH-].[O-]S(S([O-])=O)=O.[Na+].[Na+], predict the reaction product. The product is: [Cl:1][C:2]1[CH:7]=[C:6]([Cl:8])[CH:5]=[CH:4][C:3]=1[C:9]1[CH:14]=[CH:13][N:12]=[C:11]([NH:15][CH:16]([CH3:20])[CH2:17][O:18][CH3:19])[C:10]=1[NH2:21].